Dataset: Forward reaction prediction with 1.9M reactions from USPTO patents (1976-2016). Task: Predict the product of the given reaction. (1) Given the reactants [OH:1][NH:2][C:3]([C:5]1[CH:10]=[CH:9][CH:8]=[CH:7][N:6]=1)=[NH:4].[Cl:11][C:12]1[CH:20]=[C:16]([C:17](O)=O)[C:15]([OH:21])=[CH:14][CH:13]=1, predict the reaction product. The product is: [Cl:11][C:12]1[CH:13]=[CH:14][C:15]([OH:21])=[C:16]([C:17]2[O:1][N:2]=[C:3]([C:5]3[CH:10]=[CH:9][CH:8]=[CH:7][N:6]=3)[N:4]=2)[CH:20]=1. (2) Given the reactants [Br:1][C:2]1[C:3]([CH:9]([F:11])[F:10])=[N:4][CH:5]=[C:6]([Br:8])[CH:7]=1.C([O-])([O-])=O.[K+].[K+].[C:18]1([CH2:24][SH:25])[CH:23]=[CH:22][CH:21]=[CH:20][CH:19]=1, predict the reaction product. The product is: [CH2:24]([S:25][C:6]1[CH:7]=[C:2]([Br:1])[C:3]([CH:9]([F:11])[F:10])=[N:4][CH:5]=1)[C:18]1[CH:23]=[CH:22][CH:21]=[CH:20][CH:19]=1.[CH2:24]([S:25][C:2]1[C:3]([CH:9]([F:11])[F:10])=[N:4][CH:5]=[C:6]([Br:8])[CH:7]=1)[C:18]1[CH:23]=[CH:22][CH:21]=[CH:20][CH:19]=1. (3) Given the reactants [C:1]([C:5]1[CH:9]=[C:8]([NH:10][C:11]([NH:13][C:14]2[CH:19]=[CH:18][C:17]([Cl:20])=[CH:16][CH:15]=2)=[O:12])[N:7]([C:21]2[CH:26]=[CH:25][CH:24]=[C:23]([CH2:27][CH2:28][NH:29]C(=O)C(F)(F)F)[CH:22]=2)[N:6]=1)([CH3:4])([CH3:3])[CH3:2].C(=O)([O-])[O-].[K+].[K+], predict the reaction product. The product is: [NH2:29][CH2:28][CH2:27][C:23]1[CH:22]=[C:21]([N:7]2[C:8]([NH:10][C:11]([NH:13][C:14]3[CH:15]=[CH:16][C:17]([Cl:20])=[CH:18][CH:19]=3)=[O:12])=[CH:9][C:5]([C:1]([CH3:4])([CH3:3])[CH3:2])=[N:6]2)[CH:26]=[CH:25][CH:24]=1. (4) Given the reactants [CH2:1]([CH2:5][CH:6]([NH2:10])[C:7]([OH:9])=[O:8])[CH2:2][CH2:3][NH2:4].C(O)(=O)C(C)=O.N[C@H](C(O)=O)CS, predict the reaction product. The product is: [NH2:10][C@H:6]([C:7]([OH:9])=[O:8])[CH2:5][CH2:1][CH2:2][CH2:3][NH2:4]. (5) Given the reactants [CH2:1]([O:3][P:4]([C:9]1[CH:14]=[CH:13][CH:12]=[C:11]([N+:15]([O-])=O)[CH:10]=1)(=[O:8])[O:5][CH2:6][CH3:7])[CH3:2].Cl[Sn]Cl, predict the reaction product. The product is: [CH2:6]([O:5][P:4]([C:9]1[CH:14]=[CH:13][CH:12]=[C:11]([NH2:15])[CH:10]=1)(=[O:8])[O:3][CH2:1][CH3:2])[CH3:7]. (6) Given the reactants [C@@H:1]1([N:10]2[C:20]3[N:19]=[C:17]([NH2:18])[NH:16][C:14](=[O:15])[C:13]=3[N:12]=[CH:11]2)[O:9][C@H:6]([CH2:7][OH:8])[C@@H:4]([OH:5])[C@H:2]1[OH:3].[NH4+].[OH-].[CH3:23][C:24]([CH3:26])=O, predict the reaction product. The product is: [NH2:18][C:17]1[NH:16][C:14](=[O:15])[C:13]2[N:12]=[CH:11][N:10]([CH:1]3[CH:2]4[CH:4]([O:5][C:24]([CH3:26])([CH3:23])[O:3]4)[CH:6]([CH2:7][OH:8])[O:9]3)[C:20]=2[N:19]=1. (7) Given the reactants [N+:1]([C:4]1[CH:5]=[CH:6][CH:7]=[C:8]2[C:13]=1[N:12]=[C:11]([CH3:14])[CH:10]=[CH:9]2)([O-])=O, predict the reaction product. The product is: [CH3:14][C:11]1[CH:10]=[CH:9][C:8]2[C:13](=[C:4]([NH2:1])[CH:5]=[CH:6][CH:7]=2)[N:12]=1.